From a dataset of Catalyst prediction with 721,799 reactions and 888 catalyst types from USPTO. Predict which catalyst facilitates the given reaction. (1) The catalyst class is: 1. Reactant: [C:1]([NH:4]/[C:5](/[CH3:11])=[CH:6]\[C:7]([O:9][CH3:10])=[O:8])(=[O:3])[CH3:2]. Product: [C:1]([NH:4][C@H:5]([CH3:11])[CH2:6][C:7]([O:9][CH3:10])=[O:8])(=[O:3])[CH3:2]. (2) Reactant: [C:1]([S:4][CH2:5][CH:6]([CH2:10][CH:11]([CH3:13])[CH3:12])[C:7]([OH:9])=[O:8])(=[O:3])[CH3:2].[CH2:14](Br)[C:15]1[CH:20]=[CH:19][CH:18]=[CH:17][CH:16]=1.C1CCN2C(=NCCC2)CC1. Product: [C:1]([S:4][CH2:5][CH:6]([CH2:10][CH:11]([CH3:13])[CH3:12])[C:7]([O:9][CH2:14][C:15]1[CH:20]=[CH:19][CH:18]=[CH:17][CH:16]=1)=[O:8])(=[O:3])[CH3:2]. The catalyst class is: 11. (3) Reactant: C([Li])CCC.Br[C:7]1[CH:12]=[CH:11][C:10]([C:13]#[C:14][Si:15]([CH:22]([CH3:24])[CH3:23])([CH:19]([CH3:21])[CH3:20])[CH:16]([CH3:18])[CH3:17])=[CH:9][CH:8]=1.[Br:25][C:26]1[CH:27]=[C:28]([CH:31]=[CH:32][C:33]=1[O:34][CH3:35])[CH:29]=[O:30].O. Product: [Br:25][C:26]1[CH:27]=[C:28]([CH:29]([C:7]2[CH:12]=[CH:11][C:10]([C:13]#[C:14][Si:15]([CH:22]([CH3:24])[CH3:23])([CH:19]([CH3:21])[CH3:20])[CH:16]([CH3:18])[CH3:17])=[CH:9][CH:8]=2)[OH:30])[CH:31]=[CH:32][C:33]=1[O:34][CH3:35]. The catalyst class is: 392. (4) Reactant: [NH2:1][C:2]1[C:3]([O:16]C)=[C:4]([C:8]2[CH:9]=[C:10]([C:13]([OH:15])=[O:14])[NH:11][CH:12]=2)[CH:5]=[CH:6][CH:7]=1.B(Br)(Br)Br. Product: [NH2:1][C:2]1[C:3]([OH:16])=[C:4]([C:8]2[CH:9]=[C:10]([C:13]([OH:15])=[O:14])[NH:11][CH:12]=2)[CH:5]=[CH:6][CH:7]=1. The catalyst class is: 4. (5) Reactant: Br[C:2]1[CH:3]=[CH:4][C:5]([N:15]2[CH2:19][CH2:18][CH2:17][CH:16]2[CH3:20])=[C:6](/[CH:8]=[CH:9]/[C:10]([O:12][CH2:13][CH3:14])=[O:11])[CH:7]=1.[CH2:21]([O:25][CH2:26][CH2:27][O:28][C:29]1[CH:34]=[CH:33][C:32](OB(O)O)=[CH:31][CH:30]=1)[CH2:22][CH2:23][CH3:24].C(=O)([O-])[O-].[K+].[K+]. Product: [CH2:21]([O:25][CH2:26][CH2:27][O:28][C:29]1[CH:30]=[CH:31][C:32]([C:2]2[CH:3]=[CH:4][C:5]([N:15]3[CH2:19][CH2:18][CH2:17][CH:16]3[CH3:20])=[C:6](/[CH:8]=[CH:9]/[C:10]([O:12][CH2:13][CH3:14])=[O:11])[CH:7]=2)=[CH:33][CH:34]=1)[CH2:22][CH2:23][CH3:24]. The catalyst class is: 460. (6) Reactant: [F:1][C:2]1[N:7]=[CH:6][C:5]([NH:8][C:9](=[O:15])[O:10][C:11]([CH3:14])([CH3:13])[CH3:12])=[CH:4][CH:3]=1.C([Li])(C)(C)C.[Br:21]CCBr. Product: [Br:21][C:4]1[CH:3]=[C:2]([F:1])[N:7]=[CH:6][C:5]=1[NH:8][C:9](=[O:15])[O:10][C:11]([CH3:12])([CH3:14])[CH3:13]. The catalyst class is: 7. (7) Reactant: [H-].[Na+].[CH3:3][O:4][C:5](=[O:26])[C:6]1[CH:11]=[CH:10][CH:9]=[CH:8][C:7]=1[S:12](=[O:25])(=[O:24])[NH:13][C:14]1[CH:19]=[CH:18][CH:17]=[CH:16][C:15]=1[C:20]([F:23])([F:22])[F:21].Br[CH2:28][C:29]([O:31][CH3:32])=[O:30]. Product: [CH3:3][O:4][C:5](=[O:26])[C:6]1[CH:11]=[CH:10][CH:9]=[CH:8][C:7]=1[S:12](=[O:25])(=[O:24])[N:13]([CH2:28][C:29]([O:31][CH3:32])=[O:30])[C:14]1[CH:19]=[CH:18][CH:17]=[CH:16][C:15]=1[C:20]([F:23])([F:21])[F:22]. The catalyst class is: 3. (8) Reactant: [CH2:1]1[C:7]2[C:8]3[CH:14]=[CH:13][C:12]([N:15]4[CH:20]=[CH:19][C:18]([C:21]5[CH:26]=[CH:25][C:24]([C:27]([F:30])([F:29])[F:28])=[CH:23][CH:22]=5)=[CH:17][C:16]4=[O:31])=[CH:11][C:9]=3[O:10][C:6]=2[CH2:5][CH2:4][CH2:3][NH:2]1.[ClH:32].CCOCC. Product: [ClH:32].[CH2:1]1[C:7]2[C:8]3[CH:14]=[CH:13][C:12]([N:15]4[CH:20]=[CH:19][C:18]([C:21]5[CH:26]=[CH:25][C:24]([C:27]([F:30])([F:28])[F:29])=[CH:23][CH:22]=5)=[CH:17][C:16]4=[O:31])=[CH:11][C:9]=3[O:10][C:6]=2[CH2:5][CH2:4][CH2:3][NH:2]1. The catalyst class is: 5.